Predict the product of the given reaction. From a dataset of Forward reaction prediction with 1.9M reactions from USPTO patents (1976-2016). (1) The product is: [C:1]([O:5][C:6](=[O:25])[NH:7][C:8]1[CH:13]=[C:12]([O:14][CH2:15][C:16]([F:18])([F:17])[F:19])[C:11]([C:20]([F:22])([F:23])[F:21])=[CH:10][C:9]=1[NH:24][C:31](=[O:30])[CH2:32][C:33]([C:35]1[CH:40]=[CH:39][CH:38]=[C:37]([C:41]2[CH:46]=[CH:45][N:44]=[C:43]([CH:47]3[CH2:48][CH2:49]3)[CH:42]=2)[CH:36]=1)=[O:34])([CH3:4])([CH3:2])[CH3:3]. Given the reactants [C:1]([O:5][C:6](=[O:25])[NH:7][C:8]1[CH:13]=[C:12]([O:14][CH2:15][C:16]([F:19])([F:18])[F:17])[C:11]([C:20]([F:23])([F:22])[F:21])=[CH:10][C:9]=1[NH2:24])([CH3:4])([CH3:3])[CH3:2].C([O:30][C:31](=O)[CH2:32][C:33]([C:35]1[CH:40]=[CH:39][CH:38]=[C:37]([C:41]2[CH:46]=[CH:45][N:44]=[C:43]([CH:47]3[CH2:49][CH2:48]3)[CH:42]=2)[CH:36]=1)=[O:34])(C)(C)C, predict the reaction product. (2) Given the reactants I[C:2]1[CH:7]=[CH:6][N:5]=[C:4]2[NH:8][C:9]([C:11]([F:14])([F:13])[F:12])=[CH:10][C:3]=12.C(=O)([O-])[O-].[Na+].[Na+].CC1(C)C(C)(C)OB([C:29]2[CH:34]=[CH:33][C:32]([S:35]([NH:38][CH:39]3[CH2:44][CH2:43][N:42]([C:45]([O:47][C:48]([CH3:51])([CH3:50])[CH3:49])=[O:46])[CH2:41][CH2:40]3)(=[O:37])=[O:36])=[CH:31][CH:30]=2)O1.ClCCl, predict the reaction product. The product is: [F:12][C:11]([F:14])([F:13])[C:9]1[NH:8][C:4]2=[N:5][CH:6]=[CH:7][C:2]([C:29]3[CH:30]=[CH:31][C:32]([S:35]([NH:38][CH:39]4[CH2:44][CH2:43][N:42]([C:45]([O:47][C:48]([CH3:51])([CH3:50])[CH3:49])=[O:46])[CH2:41][CH2:40]4)(=[O:37])=[O:36])=[CH:33][CH:34]=3)=[C:3]2[CH:10]=1. (3) Given the reactants [F:1][C:2]1[CH:18]=[CH:17][C:5]([CH2:6][NH:7][C:8]([C:10]2[S:14][C:13](Br)=[N:12][C:11]=2[CH3:16])=[O:9])=[CH:4][CH:3]=1.[NH:19]1[C:23](B(O)O)=[CH:22][CH:21]=[N:20]1.C(=O)([O-])[O-].[K+].[K+], predict the reaction product. The product is: [F:1][C:2]1[CH:18]=[CH:17][C:5]([CH2:6][NH:7][C:8]([C:10]2[S:14][C:13]([C:23]3[NH:19][N:20]=[CH:21][CH:22]=3)=[N:12][C:11]=2[CH3:16])=[O:9])=[CH:4][CH:3]=1. (4) Given the reactants [CH3:1][N:2]1[C:31](=[O:32])[CH:5]2[CH:6](/[CH:13]=[CH:14]/[C:15]3[CH:20]=[CH:19][C:18]([C:21]4[CH:26]=[CH:25][CH:24]=[C:23](C(F)(F)F)[CH:22]=4)=[CH:17][N:16]=3)[N:7]3[CH:12]([CH:4]2[C:3]1=[O:33])[CH2:11][CH2:10][CH2:9][CH2:8]3.BrC1C=CC(/C=C/C2N3C(CCCC3)C3C(=O)N(C)[C:54](=[O:55])C23)=NC=1.COC1C=CC=CC=1B(O)O, predict the reaction product. The product is: [CH3:54][O:55][C:26]1[CH:25]=[CH:24][CH:23]=[CH:22][C:21]=1[C:18]1[CH:19]=[CH:20][C:15](/[CH:14]=[CH:13]/[CH:6]2[N:7]3[CH:12]([CH2:11][CH2:10][CH2:9][CH2:8]3)[CH:4]3[C:3](=[O:33])[N:2]([CH3:1])[C:31](=[O:32])[CH:5]23)=[N:16][CH:17]=1. (5) Given the reactants [NH:1]([C:8]1[N:13]=[C:12]([CH:14](OC)[O:15]C)[CH:11]=[CH:10][N:9]=1)[C:2]1[CH:7]=[CH:6][CH:5]=[CH:4][CH:3]=1.Cl.C(=O)([O-])[O-].[Na+].[Na+], predict the reaction product. The product is: [NH:1]([C:8]1[N:13]=[C:12]([CH:14]=[O:15])[CH:11]=[CH:10][N:9]=1)[C:2]1[CH:3]=[CH:4][CH:5]=[CH:6][CH:7]=1. (6) Given the reactants [CH3:1][CH2:2][N:3]([CH2:6][CH2:7][NH:8][C:9]([C:11]1[C:12]([CH3:29])=[C:13](/[CH:17]=[C:18]2/[C:19]3[CH:20]=[C:21]([F:28])[CH:22]=[CH:23][C:24]=3[NH:25][C:26]/2=[O:27])[NH:14][C:15]=1[CH3:16])=[O:10])[CH2:4][CH3:5].[C:30]([OH:39])(=[O:38])[C@@H:31]([C@H:33]([C:35]([OH:37])=[O:36])[OH:34])[OH:32], predict the reaction product. The product is: [CH3:1][CH2:2][N:3]([CH2:6][CH2:7][NH:8][C:9]([C:11]1[C:12]([CH3:29])=[C:13](/[CH:17]=[C:18]2/[C:19]3[CH:20]=[C:21]([F:28])[CH:22]=[CH:23][C:24]=3[NH:25][C:26]/2=[O:27])[NH:14][C:15]=1[CH3:16])=[O:10])[CH2:4][CH3:5].[C:35]([C@@H:33]([C@H:31]([C:30]([O-:39])=[O:38])[OH:32])[OH:34])([O-:37])=[O:36].